This data is from Full USPTO retrosynthesis dataset with 1.9M reactions from patents (1976-2016). The task is: Predict the reactants needed to synthesize the given product. (1) Given the product [C:25]([CH2:27][C:28]([NH:1][C:2]1[CH:7]=[C:6]([O:8][C:9]2[CH:10]=[CH:11][C:12]([NH:15][C:16]([NH:18][C:19](=[O:24])[C:20]([CH3:21])([CH3:23])[CH3:22])=[O:17])=[N:13][CH:14]=2)[CH:5]=[CH:4][N:3]=1)=[O:29])#[N:26], predict the reactants needed to synthesize it. The reactants are: [NH2:1][C:2]1[CH:7]=[C:6]([O:8][C:9]2[CH:10]=[CH:11][C:12]([NH:15][C:16]([NH:18][C:19](=[O:24])[C:20]([CH3:23])([CH3:22])[CH3:21])=[O:17])=[N:13][CH:14]=2)[CH:5]=[CH:4][N:3]=1.[C:25]([CH2:27][C:28](O)=[O:29])#[N:26].CN(C(ON1N=NC2C=CC=CC1=2)=[N+](C)C)C.[B-](F)(F)(F)F.CCN(C(C)C)C(C)C.C([O-])([O-])=O.[K+].[K+]. (2) Given the product [C:51]([NH:22][C@@H:23]([C:48]([OH:50])=[O:49])[CH2:24][CH2:25][CH2:26][NH:27][C:28](=[NH:47])[NH2:29])(=[O:53])[CH2:11][CH2:10][CH2:9][CH2:8][CH2:7][CH2:4][CH2:3][CH2:2][CH2:1][CH2:6][CH3:5], predict the reactants needed to synthesize it. The reactants are: [CH:1]1[CH:6]=[CH:5][C:4]([C:7](Cl)(C2C(Cl)=CC=CC=2)[C:8]2C=C[CH:11]=[CH:10][CH:9]=2)=[CH:3][CH:2]=1.[NH:22]([C:51]([O:53]CC1C2C(=CC=CC=2)C2C1=CC=CC=2)=O)[C@@H:23]([C:48]([OH:50])=[O:49])[CH2:24][CH2:25][CH2:26][NH:27][C:28](=[NH:47])[NH:29]S(C1C(C)=C2C(OC(C2)(C)C)=C(C)C=1C)(=O)=O.C(N(CC)C(C)C)(C)C.C(O)(=O)CCCCCCCCCCC.CN(C(ON1N=NC2C=CC(Cl)=CC1=2)=[N+](C)C)C.F[P-](F)(F)(F)(F)F.